Dataset: Peptide-MHC class II binding affinity with 134,281 pairs from IEDB. Task: Regression. Given a peptide amino acid sequence and an MHC pseudo amino acid sequence, predict their binding affinity value. This is MHC class II binding data. (1) The peptide sequence is IPAGELQIIDKIDAA. The MHC is DRB1_1602 with pseudo-sequence DRB1_1602. The binding affinity (normalized) is 0.442. (2) The peptide sequence is QYVRLHEMSYDGV. The MHC is DRB1_1501 with pseudo-sequence DRB1_1501. The binding affinity (normalized) is 0.0776. (3) The peptide sequence is SLILPGIKAQQSKLA. The MHC is DRB1_0801 with pseudo-sequence DRB1_0801. The binding affinity (normalized) is 0.600. (4) The peptide sequence is CVDAKMTEEDKENALSL. The MHC is DRB1_0901 with pseudo-sequence DRB1_0901. The binding affinity (normalized) is 0.156.